Dataset: Forward reaction prediction with 1.9M reactions from USPTO patents (1976-2016). Task: Predict the product of the given reaction. (1) Given the reactants [N:1]1([C:7]2[CH:12]=[CH:11][C:10]([N:13]([C@H:15]3[O:19][C:18](=O)NC3)[CH3:14])=[CH:9][C:8]=2[F:21])[CH2:6][CH2:5][O:4][CH2:3][CH2:2]1.[OH-:22].[NH4+].C([N:26]([CH2:29]C)CC)C.[C:31]([O:34]C(=O)C)(=O)[CH3:32], predict the reaction product. The product is: [CH3:32][C:31]([NH:26][CH2:29][C@@H:18]1[O:19][C:15](=[O:22])[N:13]([C:10]2[CH:11]=[CH:12][C:7]([N:1]3[CH2:2][CH2:3][O:4][CH2:5][CH2:6]3)=[C:8]([F:21])[CH:9]=2)[CH2:14]1)=[O:34]. (2) Given the reactants [Cl:1][C:2]1[N:7]=[C:6](Cl)[CH:5]=[C:4]([C:9]([F:12])([F:11])[F:10])[N:3]=1.[CH3:13][NH:14][C:15]1[CH:20]=[CH:19][C:18]([O:21][C:22]([F:25])([F:24])[F:23])=[CH:17][CH:16]=1.C(N(C(C)C)CC)(C)C, predict the reaction product. The product is: [Cl:1][C:2]1[N:7]=[C:6]([N:14]([CH3:13])[C:15]2[CH:20]=[CH:19][C:18]([O:21][C:22]([F:23])([F:24])[F:25])=[CH:17][CH:16]=2)[CH:5]=[C:4]([C:9]([F:12])([F:11])[F:10])[N:3]=1.